Dataset: Forward reaction prediction with 1.9M reactions from USPTO patents (1976-2016). Task: Predict the product of the given reaction. (1) Given the reactants ClC1C=CC([C:8]([C:36]2[CH:41]=[CH:40][C:39]([Cl:42])=[CH:38][CH:37]=2)(OC)[C:9]2[CH:14]=[C:13]([OH:15])[C:12]([C:16](C3C=CC(Cl)=CC=3)([C:19]3[CH:24]=[CH:23][C:22]([Cl:25])=[CH:21][CH:20]=3)OC)=[CH:11][C:10]=2[OH:33])=CC=1, predict the reaction product. The product is: [Cl:25][C:22]1[CH:23]=[CH:24][C:19]2[C:16]([C:36]3[CH:37]=[CH:38][C:39]([Cl:42])=[CH:40][CH:41]=3)=[C:12]3[C:13](=[CH:14][C:9]4[C:10]([O:33][C:24]5[C:19]([C:8]=4[C:36]4[CH:41]=[CH:40][C:39]([Cl:42])=[CH:38][CH:37]=4)=[CH:20][CH:21]=[C:22]([Cl:25])[CH:23]=5)=[CH:11]3)[O:15][C:20]=2[CH:21]=1. (2) Given the reactants F[C:2]1[C:3]([C:8]([O:10][CH2:11][CH3:12])=[O:9])=[N:4][CH:5]=[CH:6][CH:7]=1.[CH3:13][O:14][CH2:15][CH2:16][NH2:17], predict the reaction product. The product is: [CH3:13][O:14][CH2:15][CH2:16][NH:17][C:2]1[C:3]([C:8]([O:10][CH2:11][CH3:12])=[O:9])=[N:4][CH:5]=[CH:6][CH:7]=1. (3) Given the reactants [CH:1]1([N:7]([CH:24]2[CH2:29][CH2:28][CH2:27][CH2:26][CH2:25]2)[C:8](=[O:23])[NH:9][C:10]2[S:11][C:12]([S:15]([NH:18][CH2:19][C:20]([OH:22])=[O:21])(=[O:17])=[O:16])=[CH:13][N:14]=2)[CH2:6][CH2:5][CH2:4][CH2:3][CH2:2]1.[CH:30]1(NC2CCCCC2)[CH2:35]CCC[CH2:31]1.COC([C@@H]1CCCN1S(C1SC(N)=NC=1)(=O)=O)=O, predict the reaction product. The product is: [CH:24]1([N:7]([CH:1]2[CH2:2][CH2:3][CH2:4][CH2:5][CH2:6]2)[C:8](=[O:23])[NH:9][C:10]2[S:11][C:12]([S:15]([N:18]3[CH2:35][CH2:30][CH2:31][C@H:19]3[C:20]([OH:22])=[O:21])(=[O:16])=[O:17])=[CH:13][N:14]=2)[CH2:29][CH2:28][CH2:27][CH2:26][CH2:25]1. (4) The product is: [CH3:24][C:12]1([S:9]([C:5]2[CH:6]=[CH:7][CH:8]=[C:3]([C:2]([F:22])([F:1])[F:23])[CH:4]=2)(=[O:11])=[O:10])[CH2:21][CH2:20][C:15]2([O:16][CH2:17][CH2:18][O:19]2)[CH2:14][CH2:13]1. Given the reactants [F:1][C:2]([F:23])([F:22])[C:3]1[CH:4]=[C:5]([S:9]([CH:12]2[CH2:21][CH2:20][C:15]3([O:19][CH2:18][CH2:17][O:16]3)[CH2:14][CH2:13]2)(=[O:11])=[O:10])[CH:6]=[CH:7][CH:8]=1.[CH3:24]I.[H-].[Na+], predict the reaction product. (5) Given the reactants [Br:1][C:2]1[CH:7]=[CH:6][C:5]([CH:8]([CH2:18][CH2:19][CH3:20])[CH:9]([C:11]2[CH:16]=[CH:15][C:14]([Cl:17])=[CH:13][CH:12]=2)O)=[CH:4][CH:3]=1.[CH3:21][CH:22](C1NC(=O)C(CCSC)NC(=O)C(NC(C(NC(C(NC(C(NC(C(N)CC(O)=O)=O)C(O)C)=O)CCSC)=O)CCCNC(N)=N)=O)CSSCC(C(NC(C(NC(C(NC(C(O)=O)C(C)C)=O)CCC(O)=O)=O)CC2C3C(=CC=CC=3)NC=2)=O)NC(=O)C2N(CCC2)C(=O)C(CCCNC(N)=N)NC(=O)C(CC2C=CC(O)=CC=2)NC(=O)C(C(C)C)NC(=O)C(CCCNC(N)=N)NC(=O)CNC1=O)[CH3:23], predict the reaction product. The product is: [Br:1][C:2]1[CH:7]=[CH:6][C:5]([CH:8]([CH2:18][CH2:19][CH3:20])[CH:9]([C:11]2[CH:16]=[CH:15][C:14]([Cl:17])=[CH:13][CH:12]=2)[CH2:23][CH:22]=[CH2:21])=[CH:4][CH:3]=1.